This data is from Experimentally validated miRNA-target interactions with 360,000+ pairs, plus equal number of negative samples. The task is: Binary Classification. Given a miRNA mature sequence and a target amino acid sequence, predict their likelihood of interaction. (1) The miRNA is hsa-miR-3147 with sequence GGUUGGGCAGUGAGGAGGGUGUGA. The protein sequence of the target gene is MANKGPSYGMSREVQSKIEKKYDEELEERLVEWIIVQCGPDVGRPDRGRLGFQVWLKNGVILSKLVNSLYPDGSKPVKVPENPPSMVFKQMEQVAQFLKAAEDYGVIKTDMFQTVDLFEGKDMAAVQRTLMALGSLAVTKNDGHYRGDPNWFMKKAQEHKREFTESQLQEGKHVIGLQMGSNRGASQAGMTGYGRPRQIIS. Result: 0 (no interaction). (2) The miRNA is hsa-miR-605-3p with sequence AGAAGGCACUAUGAGAUUUAGA. The protein sequence of the target gene is MKETIQGTGSWGPEPPGPGIPPAYSSPRRERLRWPPPPKPRLKSGGGFGPDPGSGTTVPARRLPVPRPSFDASASEEEEEEEEEEDEDEEEEVAAWRLPPRWSQLGTSQRPRPSRPTHRKTCSQRRRRAMRAFRMLLYSKSTSLTFHWKLWGRHRGRRRGLAHPKNHLSPQQGGATPQVPSPCCRFDSPRGPPPPRLGLLGALMAEDGVRGSPPVPSGPPMEEDGLRWTPKSPLDPDSGLLSCTLPNGFGGQSGPEGERSLAPPDASILISNVCSIGDHVAQELFQGSDLGMAEEAERPG.... Result: 0 (no interaction). (3) Result: 0 (no interaction). The protein sequence of the target gene is MREIVHIQAGQCGNQIGTKFWEVISDEHGIDPAGGYVGDSALQLERINVYYNESSSQKYVPRAALVDLEPGTMDSVRSGPFGQLFRPDNFIFGQTGAGNNWAKGHYTEGAELVDAVLDVVRKECEHCDCLQGFQLTHSLGGGTGSGMGTLLISKIREEFPDRIMNTFSVMPSPKVSDTVVEPYNATLSVHQLVENTDETYCIDNEALYDICFRTLKLTTPTYGDLNHLVSATMSGVTTSLRFPGQLNADLRKLAVNMVPFPRLHFFMPGFAPLTSRGSQQYRALTVPELTQQMFDARNMM.... The miRNA is hsa-miR-16-5p with sequence UAGCAGCACGUAAAUAUUGGCG. (4) The protein sequence of the target gene is MGVPAVPEASSPRWGTLLLAIFLAASRGLVAAFKVTTPYSLYVCPEGQNATLTCRILGPVSKGHDVTIYKTWYLSSRGEVQMCKEHRPIRNFTLQHLQHHGSHLKANASHDQPQKHGLELASDHHGNFSITLRNVTPRDSGLYCCLVIELKNHHPEQRFYGSMELQVQAGKGSGSTCMASNEQDSDSITAAALATGACIVGILCLPLILLLVYKQRQVASHRRAQELVRMDSNTQGIENPGFETTPPFQGMPEAKTRPPLSYVAQRQPSESGRYLLSDPSTPLSPPGPGDVFFPSLDPVP.... Result: 0 (no interaction). The miRNA is mmu-miR-216a-5p with sequence UAAUCUCAGCUGGCAACUGUGA.